This data is from Reaction yield outcomes from USPTO patents with 853,638 reactions. The task is: Predict the reaction yield, written as a fraction of the theoretical maximum amount of product (1.0 means a 100% yield; for example, 0.34 means a 34% yield). The reactants are Cl.[NH2:2][OH:3].[OH-].[K+].C[O:7][C:8]([CH:10]([NH:13][C:14](=[O:20])[O:15][C:16]([CH3:19])([CH3:18])[CH3:17])[CH2:11][CH3:12])=O.O. The catalyst is CO.C(O)(=O)C. The product is [OH:3][NH:2][C:8]([CH:10]([NH:13][C:14](=[O:20])[O:15][C:16]([CH3:19])([CH3:18])[CH3:17])[CH2:11][CH3:12])=[O:7]. The yield is 0.900.